From a dataset of Forward reaction prediction with 1.9M reactions from USPTO patents (1976-2016). Predict the product of the given reaction. (1) Given the reactants [CH3:1][NH:2][C:3]([C:5]1[C:13]2[C:8](=[CH:9][CH:10]=[C:11]([C:14]([O:16]C)=[O:15])[CH:12]=2)[NH:7][N:6]=1)=[O:4].O.[OH-].[Li+], predict the reaction product. The product is: [CH3:1][NH:2][C:3]([C:5]1[C:13]2[C:8](=[CH:9][CH:10]=[C:11]([C:14]([OH:16])=[O:15])[CH:12]=2)[NH:7][N:6]=1)=[O:4]. (2) Given the reactants [NH2:1][C:2]1[C:11]([N+:12]([O-])=O)=[CH:10][C:5]([C:6]([O:8][CH3:9])=[O:7])=[C:4]([O:15][C:16]2[CH:21]=[CH:20][C:19]([O:22][CH3:23])=[CH:18][CH:17]=2)[CH:3]=1.S([S:27]([O-:29])=[O:28])([O-])=O.[Na+].[Na+].[C:32]1([CH3:42])[CH:37]=[CH:36][C:35]([S:38](Cl)(=[O:40])=[O:39])=[CH:34][CH:33]=1.Cl, predict the reaction product. The product is: [CH3:23][O:22][C:19]1[CH:20]=[CH:21][C:16]([O:15][C:4]2[CH:3]=[C:2]([NH:1][S:38]([C:35]3[CH:36]=[CH:37][C:32]([CH3:42])=[CH:33][CH:34]=3)(=[O:40])=[O:39])[C:11]([NH:12][S:27]([C:2]3[CH:11]=[CH:10][C:5]([CH3:6])=[CH:4][CH:3]=3)(=[O:28])=[O:29])=[CH:10][C:5]=2[C:6]([O:8][CH3:9])=[O:7])=[CH:17][CH:18]=1.